This data is from Peptide-MHC class II binding affinity with 134,281 pairs from IEDB. The task is: Regression. Given a peptide amino acid sequence and an MHC pseudo amino acid sequence, predict their binding affinity value. This is MHC class II binding data. (1) The peptide sequence is AQKVAATAANAAPAN. The MHC is HLA-DPA10103-DPB10301 with pseudo-sequence HLA-DPA10103-DPB10301. The binding affinity (normalized) is 0.540. (2) The peptide sequence is PFTVRYTTEGGTKTE. The MHC is DRB1_1001 with pseudo-sequence DRB1_1001. The binding affinity (normalized) is 0.373.